This data is from Full USPTO retrosynthesis dataset with 1.9M reactions from patents (1976-2016). The task is: Predict the reactants needed to synthesize the given product. (1) Given the product [CH3:1][O:2][C:3]1[N:8]=[C:7]2[N:9]([CH2:17][CH2:18][C@H:19]3[CH2:21][O:20]3)[C:10](=[O:13])[CH:11]=[CH:12][C:6]2=[N:5][CH:4]=1, predict the reactants needed to synthesize it. The reactants are: [CH3:1][O:2][C:3]1[N:8]=[C:7]2[NH:9][C:10](=[O:13])[CH:11]=[CH:12][C:6]2=[N:5][CH:4]=1.[H-].[Na+].Br[CH2:17][CH2:18][C@H:19]1[CH2:21][O:20]1. (2) Given the product [CH:5]1[C:13]2[NH:12][C:11]3[C:10](=[CH:9][CH:8]=[CH:7][CH:6]=3)[C:1]=2[CH:2]=[CH:3][C:4]=1[O:14][CH2:15][C@@H:16]([OH:43])[CH2:17][NH:18][CH:19]1[CH2:24][CH2:23][N:22]([C:25](=[O:42])[CH2:26][O:27][C:28]2[CH:33]=[CH:32][C:31]([C:34]3[CH2:35][CH2:36][C:37](=[O:40])[NH:38][N:39]=3)=[CH:30][C:29]=2[Cl:41])[CH2:21][CH2:20]1, predict the reactants needed to synthesize it. The reactants are: [CH:1]1[C:13]2[NH:12][C:11]3[C:6](=[CH:7][CH:8]=[CH:9][CH:10]=3)[C:5]=2[C:4]([O:14][CH2:15][C@@H:16]([OH:43])[CH2:17][NH:18][CH:19]2[CH2:24][CH2:23][N:22]([C:25](=[O:42])[CH2:26][O:27][C:28]3[CH:33]=[CH:32][C:31]([C:34]4[CH2:35][CH2:36][C:37](=[O:40])[NH:38][N:39]=4)=[CH:30][C:29]=3[Cl:41])[CH2:21][CH2:20]2)=[CH:3][CH:2]=1.C1C2NC3C(=CC=CC=3)C=2C=CC=1O. (3) Given the product [Cl:9][C:10]1[CH:15]=[C:14]([C:16]([F:18])([F:17])[F:19])[CH:13]=[CH:12][C:11]=1[S:20]([NH:1][C:2]1[CH:7]=[CH:6][C:5]([OH:8])=[CH:4][CH:3]=1)(=[O:22])=[O:21], predict the reactants needed to synthesize it. The reactants are: [NH2:1][C:2]1[CH:7]=[CH:6][C:5]([OH:8])=[CH:4][CH:3]=1.[Cl:9][C:10]1[CH:15]=[C:14]([C:16]([F:19])([F:18])[F:17])[CH:13]=[CH:12][C:11]=1[S:20](Cl)(=[O:22])=[O:21]. (4) Given the product [CH3:32][O:36][C:37](=[O:38])[C:4]1[CH:5]=[CH:8][CH:9]=[C:2]([NH:1][CH:28]2[CH2:29][CH2:30][N:25]([CH2:18][C:19]3[CH:24]=[CH:23][CH:22]=[CH:21][CH:20]=3)[CH2:26][CH2:27]2)[C:3]=1[OH:10], predict the reactants needed to synthesize it. The reactants are: [NH2:1][C:2]1[CH:9]=[CH:8][C:5](C#N)=[CH:4][C:3]=1[O:10]C1C=CC=CC=1Br.[CH2:18]([N:25]1[CH2:30][CH2:29][C:28](=O)[CH2:27][CH2:26]1)[C:19]1[CH:24]=[CH:23][CH:22]=[CH:21][CH:20]=1.[C:32]([O:36][C:37](N1CCC(=O)CC1)=[O:38])(C)(C)C.C(O[BH-](OC(=O)C)OC(=O)C)(=O)C.C[N+](C)(C)C.C(O[BH-](OC(=O)C)OC(=O)C)(=O)C.[Na+]. (5) Given the product [CH2:31]([N:12]1[C:13]2[CH:14]=[CH:15][C:16]([S:22]([C:25]3[CH:30]=[CH:29][CH:28]=[CH:27][CH:26]=3)(=[O:24])=[O:23])=[CH:17][C:18]=2[C:19]2[CH2:20][CH2:21][NH:8][CH2:9][CH2:10][C:11]1=2)[CH3:32], predict the reactants needed to synthesize it. The reactants are: C([N:8]1[CH2:21][CH2:20][C:19]2[C:18]3[CH:17]=[C:16]([S:22]([C:25]4[CH:30]=[CH:29][CH:28]=[CH:27][CH:26]=4)(=[O:24])=[O:23])[CH:15]=[CH:14][C:13]=3[N:12]([CH2:31][CH3:32])[C:11]=2[CH2:10][CH2:9]1)C1C=CC=CC=1. (6) Given the product [OH:30][C@@H:9]1[CH2:1][CH2:2][N:3]([C:4]2[CH:5]=[CH:28][CH:27]=[CH:26][CH:6]=2)[C:7]1=[O:11], predict the reactants needed to synthesize it. The reactants are: [CH3:1][CH2:2][N:3]([CH:7]([CH3:9])C)[CH:4]([CH3:6])[CH3:5].S(OS(C(F)(F)F)(=O)=O)(C(F)(F)F)(=O)=[O:11].N1C[CH2:28][CH2:27][CH2:26]1.[OH2:30]. (7) Given the product [Cl:35][C:36]1[CH:37]=[CH:38][C:39]([N:42]2[CH2:47][CH2:46][N:45]([CH2:2][C:3]3[CH:12]=[N:11][C:10]4[N:9]5[CH2:13][CH2:14][O:15][CH2:16][CH:8]5[C:7](=[O:17])[NH:6][C:5]=4[CH:4]=3)[CH2:44][CH2:43]2)=[CH:40][CH:41]=1, predict the reactants needed to synthesize it. The reactants are: O[CH2:2][C:3]1[CH:12]=[N:11][C:10]2[N:9]3[CH2:13][CH2:14][O:15][CH2:16][CH:8]3[C:7](=[O:17])[NH:6][C:5]=2[CH:4]=1.[I-].C(C[P+](C)(C)C)#N.CCN(C(C)C)C(C)C.[Cl:35][C:36]1[CH:41]=[CH:40][C:39]([N:42]2[CH2:47][CH2:46][NH:45][CH2:44][CH2:43]2)=[CH:38][CH:37]=1.